The task is: Regression. Given a peptide amino acid sequence and an MHC pseudo amino acid sequence, predict their binding affinity value. This is MHC class II binding data.. This data is from Peptide-MHC class II binding affinity with 134,281 pairs from IEDB. The peptide sequence is ALWNLHGQALFLGIVL. The MHC is DRB4_0101 with pseudo-sequence DRB4_0103. The binding affinity (normalized) is 0.